This data is from Retrosynthesis with 50K atom-mapped reactions and 10 reaction types from USPTO. The task is: Predict the reactants needed to synthesize the given product. (1) Given the product COc1ccc(C=C2C(=O)Nc3ccccc32)cc1-c1cccc(NC(C)=O)c1, predict the reactants needed to synthesize it. The reactants are: CC(=O)Nc1cccc(B(O)O)c1.COc1ccc(C=C2C(=O)Nc3ccccc32)cc1Br. (2) Given the product COc1ccc2cc(C(=O)C(C)N3CCN(c4cccc(Cl)c4)CC3)ccc2c1Cl, predict the reactants needed to synthesize it. The reactants are: COc1ccc2cc(C(=O)C(C)Br)ccc2c1Cl.Clc1cccc(N2CCNCC2)c1.